Task: Regression. Given a peptide amino acid sequence and an MHC pseudo amino acid sequence, predict their binding affinity value. This is MHC class II binding data.. Dataset: Peptide-MHC class II binding affinity with 134,281 pairs from IEDB The peptide sequence is VNKYLKVVFIPNYNV. The MHC is HLA-DPA10103-DPB10401 with pseudo-sequence HLA-DPA10103-DPB10401. The binding affinity (normalized) is 0.380.